This data is from Forward reaction prediction with 1.9M reactions from USPTO patents (1976-2016). The task is: Predict the product of the given reaction. (1) The product is: [Cl:17][CH2:16][CH2:15][CH2:14][CH2:13][C:2]1([C:7]([O:9][CH2:10][CH3:11])=[O:8])[S:3][CH2:4][CH2:5][CH2:6][S:1]1. Given the reactants [S:1]1[CH2:6][CH2:5][CH2:4][S:3][CH:2]1[C:7]([O:9][CH2:10][CH3:11])=[O:8].Br[CH2:13][CH2:14][CH2:15][CH2:16][Cl:17].[H-].[Na+], predict the reaction product. (2) Given the reactants [CH2:1]([O:8][C:9](=[O:31])[C:10]([O:14][C:15]1[CH:20]=[CH:19][CH:18]=[C:17]([CH2:21][CH2:22][NH:23][CH2:24][CH2:25][CH2:26][CH2:27][CH2:28][CH2:29][CH3:30])[CH:16]=1)([CH3:13])[CH2:11][CH3:12])[C:2]1[CH:7]=[CH:6][CH:5]=[CH:4][CH:3]=1.Cl.CN(C)CCCN=C=NCC.[F:44][C:45]1[CH:53]=[C:52]([F:54])[CH:51]=[CH:50][C:46]=1[C:47](O)=[O:48], predict the reaction product. The product is: [CH2:1]([O:8][C:9](=[O:31])[C:10]([O:14][C:15]1[CH:20]=[CH:19][CH:18]=[C:17]([CH2:21][CH2:22][N:23]([C:47](=[O:48])[C:46]2[CH:50]=[CH:51][C:52]([F:54])=[CH:53][C:45]=2[F:44])[CH2:24][CH2:25][CH2:26][CH2:27][CH2:28][CH2:29][CH3:30])[CH:16]=1)([CH3:13])[CH2:11][CH3:12])[C:2]1[CH:7]=[CH:6][CH:5]=[CH:4][CH:3]=1. (3) Given the reactants [CH3:1][C:2]1([CH3:16])[C:6]([CH3:8])([CH3:7])[O:5][B:4]([C:9]2[CH:14]=[CH:13][C:12]([NH2:15])=[CH:11][CH:10]=2)[O:3]1.[CH3:17][S:18](Cl)(=[O:20])=[O:19], predict the reaction product. The product is: [CH3:8][C:6]1([CH3:7])[C:2]([CH3:16])([CH3:1])[O:3][B:4]([C:9]2[CH:14]=[CH:13][C:12]([NH:15][S:18]([CH3:17])(=[O:20])=[O:19])=[CH:11][CH:10]=2)[O:5]1. (4) Given the reactants [CH2:1]([S:3][C:4]1[C:9](=O)[NH:8][N:7]=[C:6]([C:11]([F:14])([F:13])[F:12])[CH:5]=1)[CH3:2].O=P(Cl)(Cl)[Cl:17], predict the reaction product. The product is: [Cl:17][C:9]1[N:8]=[N:7][C:6]([C:11]([F:14])([F:13])[F:12])=[CH:5][C:4]=1[S:3][CH2:1][CH3:2]. (5) Given the reactants [CH2:1]([O:3][C:4](=[O:18])[C:5]([O:8][C:9]1[CH:14]=[CH:13][CH:12]=[C:11]([CH2:15][CH2:16][NH2:17])[CH:10]=1)([CH3:7])[CH3:6])[CH3:2].[CH:19]1([C:22]2[C:27]([CH2:28][C:29](O)=[O:30])=[CH:26][N:25]=[C:24]([C:32]3[CH:37]=[CH:36][C:35]([C:38]([F:41])([F:40])[F:39])=[CH:34][CH:33]=3)[N:23]=2)[CH2:21][CH2:20]1.ClCC1C(C2CC2)=NC(C2C=CC(C(F)(F)F)=CC=2)=NC=1, predict the reaction product. The product is: [CH2:1]([O:3][C:4](=[O:18])[C:5]([O:8][C:9]1[CH:14]=[CH:13][CH:12]=[C:11]([CH2:15][CH2:16][NH:17][C:29](=[O:30])[CH2:28][C:27]2[C:22]([CH:19]3[CH2:20][CH2:21]3)=[N:23][C:24]([C:32]3[CH:33]=[CH:34][C:35]([C:38]([F:41])([F:40])[F:39])=[CH:36][CH:37]=3)=[N:25][CH:26]=2)[CH:10]=1)([CH3:7])[CH3:6])[CH3:2]. (6) Given the reactants [CH2:1]([C:8]1[CH:9]=[C:10]([CH2:14][OH:15])[S:11][C:12]=1[Cl:13])[C:2]1[CH:7]=[CH:6][CH:5]=[CH:4][CH:3]=1.CC(OI1(OC(C)=O)(OC(C)=O)OC(=O)C2C=CC=CC1=2)=O, predict the reaction product. The product is: [CH2:1]([C:8]1[CH:9]=[C:10]([CH:14]=[O:15])[S:11][C:12]=1[Cl:13])[C:2]1[CH:3]=[CH:4][CH:5]=[CH:6][CH:7]=1. (7) Given the reactants [F:1][C:2]1[CH:7]=[CH:6][C:5]([CH3:8])=[CH:4][C:3]=1[OH:9].[Br-:10].[Br-].[Br-].C([N+](CCCC)(CCCC)CCCC)CCC.C([N+](CCCC)(CCCC)CCCC)CCC.C([N+](CCCC)(CCCC)CCCC)CCC, predict the reaction product. The product is: [Br:10][C:6]1[C:5]([CH3:8])=[CH:4][C:3]([OH:9])=[C:2]([F:1])[CH:7]=1.